Dataset: NCI-60 drug combinations with 297,098 pairs across 59 cell lines. Task: Regression. Given two drug SMILES strings and cell line genomic features, predict the synergy score measuring deviation from expected non-interaction effect. (1) Drug 1: C1CC(=O)NC(=O)C1N2C(=O)C3=CC=CC=C3C2=O. Drug 2: N.N.Cl[Pt+2]Cl. Cell line: UO-31. Synergy scores: CSS=27.7, Synergy_ZIP=-8.21, Synergy_Bliss=-1.45, Synergy_Loewe=-4.35, Synergy_HSA=-0.267. (2) Drug 1: CC1=CC2C(CCC3(C2CCC3(C(=O)C)OC(=O)C)C)C4(C1=CC(=O)CC4)C. Drug 2: CN(C(=O)NC(C=O)C(C(C(CO)O)O)O)N=O. Cell line: MOLT-4. Synergy scores: CSS=-2.79, Synergy_ZIP=-3.30, Synergy_Bliss=-9.72, Synergy_Loewe=-8.83, Synergy_HSA=-7.75. (3) Drug 1: CN1C2=C(C=C(C=C2)N(CCCl)CCCl)N=C1CCCC(=O)O.Cl. Drug 2: CC1CCCC2(C(O2)CC(NC(=O)CC(C(C(=O)C(C1O)C)(C)C)O)C(=CC3=CSC(=N3)C)C)C. Cell line: NCI-H460. Synergy scores: CSS=39.8, Synergy_ZIP=-3.34, Synergy_Bliss=-9.18, Synergy_Loewe=-32.6, Synergy_HSA=-8.85. (4) Drug 1: C1=NC2=C(N1)C(=S)N=C(N2)N. Drug 2: C1C(C(OC1N2C=NC3=C(N=C(N=C32)Cl)N)CO)O. Cell line: CAKI-1. Synergy scores: CSS=42.4, Synergy_ZIP=-7.41, Synergy_Bliss=-4.98, Synergy_Loewe=-2.80, Synergy_HSA=-2.67. (5) Drug 1: CN(C)N=NC1=C(NC=N1)C(=O)N. Drug 2: CCCCCOC(=O)NC1=NC(=O)N(C=C1F)C2C(C(C(O2)C)O)O. Cell line: TK-10. Synergy scores: CSS=3.53, Synergy_ZIP=0.194, Synergy_Bliss=2.39, Synergy_Loewe=0.216, Synergy_HSA=0.845.